This data is from Forward reaction prediction with 1.9M reactions from USPTO patents (1976-2016). The task is: Predict the product of the given reaction. (1) Given the reactants [F:1][C:2]([F:11])([F:10])[C:3]1[CH:4]=[C:5]([NH2:9])[CH:6]=[CH:7][CH:8]=1.C(OC([NH:19][CH2:20][CH2:21][CH2:22][CH2:23][C@H:24]([NH:28][C:29]([O:31][CH2:32][CH:33]1[C:45]2[CH:44]=[CH:43][CH:42]=[CH:41][C:40]=2[C:39]2[C:34]1=[CH:35][CH:36]=[CH:37][CH:38]=2)=[O:30])[C:25](O)=[O:26])=O)(C)(C)C, predict the reaction product. The product is: [CH:35]1[C:34]2[CH:33]([CH2:32][O:31][C:29](=[O:30])[NH:28][C@H:24]([C:25](=[O:26])[NH:9][C:5]3[CH:6]=[CH:7][CH:8]=[C:3]([C:2]([F:10])([F:11])[F:1])[CH:4]=3)[CH2:23][CH2:22][CH2:21][CH2:20][NH2:19])[C:45]3[C:40](=[CH:41][CH:42]=[CH:43][CH:44]=3)[C:39]=2[CH:38]=[CH:37][CH:36]=1. (2) Given the reactants [C:1]([O:9][CH2:10][C@H:11]([C:36]1[CH:41]=[C:40]([C:42]([F:45])([F:44])[F:43])[CH:39]=[C:38]([C:46]([F:49])([F:48])[F:47])[CH:37]=1)[O:12][C@H:13]1[CH2:21][CH2:20][C@H:19]2[C@@H:15]([CH2:16][N:17]([C:22]([NH:24][C:25](=[O:28])[CH2:26]Cl)=[O:23])[CH2:18]2)[C@@H:14]1[C:29]1[CH:34]=[CH:33][CH:32]=[CH:31][C:30]=1[CH3:35])(=[O:8])[C:2]1[CH:7]=[CH:6][CH:5]=[CH:4][CH:3]=1.C1CCN2C(=NCCC2)CC1, predict the reaction product. The product is: [C:1]([O:9][CH2:10][C@H:11]([C:36]1[CH:41]=[C:40]([C:42]([F:45])([F:44])[F:43])[CH:39]=[C:38]([C:46]([F:49])([F:48])[F:47])[CH:37]=1)[O:12][C@H:13]1[CH2:21][CH2:20][C@H:19]2[C@@H:15]([CH2:16][N:17]([C:22]3[O:23][CH2:26][C:25](=[O:28])[N:24]=3)[CH2:18]2)[C@@H:14]1[C:29]1[CH:34]=[CH:33][CH:32]=[CH:31][C:30]=1[CH3:35])(=[O:8])[C:2]1[CH:7]=[CH:6][CH:5]=[CH:4][CH:3]=1. (3) Given the reactants COC1C=C(OC)C=CC=1C[O:6][C:7]1[N:12]=[CH:11][N:10]=[C:9]([C:13]([NH:15][CH:16]([C:20]2[CH:25]=[CH:24][C:23]([O:26][C:27]([F:30])([F:29])[F:28])=[CH:22][CH:21]=2)[CH2:17][O:18][CH3:19])=[O:14])[CH:8]=1.FC(F)(F)C(O)=O.C(=O)([O-])O.[Na+], predict the reaction product. The product is: [CH3:19][O:18][CH2:17][CH:16]([NH:15][C:13]([C:9]1[N:10]=[CH:11][NH:12][C:7](=[O:6])[CH:8]=1)=[O:14])[C:20]1[CH:25]=[CH:24][C:23]([O:26][C:27]([F:29])([F:30])[F:28])=[CH:22][CH:21]=1.